This data is from Reaction yield outcomes from USPTO patents with 853,638 reactions. The task is: Predict the reaction yield, written as a fraction of the theoretical maximum amount of product (1.0 means a 100% yield; for example, 0.34 means a 34% yield). The reactants are F[C:2]1[CH:9]=[CH:8][CH:7]=[C:6]([C:10]2[CH:15]=[CH:14][CH:13]=[CH:12][N:11]=2)[C:3]=1[C:4]#[N:5].O.[NH2:17][NH2:18]. The catalyst is C(O)C. The product is [N:11]1[CH:12]=[CH:13][CH:14]=[CH:15][C:10]=1[C:6]1[CH:7]=[CH:8][CH:9]=[C:2]2[C:3]=1[C:4]([NH2:5])=[N:17][NH:18]2. The yield is 0.830.